Task: Regression/Classification. Given a drug SMILES string, predict its absorption, distribution, metabolism, or excretion properties. Task type varies by dataset: regression for continuous measurements (e.g., permeability, clearance, half-life) or binary classification for categorical outcomes (e.g., BBB penetration, CYP inhibition). Dataset: cyp2d6_veith.. Dataset: CYP2D6 inhibition data for predicting drug metabolism from PubChem BioAssay (1) The molecule is CCOc1ccc(/C=C/C(=O)c2c(O)c3ccccc3oc2=O)cc1. The result is 0 (non-inhibitor). (2) The molecule is N#Cc1c(-c2ccc(Cl)cc2)nc2n(c1=O)CCCS2. The result is 0 (non-inhibitor). (3) The drug is CCOC(=O)N1CCN(S(=O)(=O)c2ccc3[nH]cc(C(=O)O)c(=O)c3c2)CC1. The result is 0 (non-inhibitor). (4) The drug is COC(=O)[C@@]1(Cc2ccccc2)[C@H]2c3cc(C(=O)N(C)C)n(Cc4ccccn4)c3C[C@H]2CN1C(=O)c1ccccc1. The result is 0 (non-inhibitor). (5) The molecule is COc1cccc(Cn2c(=O)c(CCc3ccccc3)nc3cnc(N(C)C)nc32)c1. The result is 0 (non-inhibitor). (6) The compound is CCCCC[C@H](O)c1cccc(OCc2ccc3ccccc3n2)c1. The result is 0 (non-inhibitor). (7) The compound is CN(C)C(=O)c1ccc(-c2cc(-n3ccnc3)ncn2)cc1. The result is 1 (inhibitor).